Dataset: Forward reaction prediction with 1.9M reactions from USPTO patents (1976-2016). Task: Predict the product of the given reaction. Given the reactants [C:1]([N:4]([C:34]1[CH:39]=[CH:38][C:37]([Cl:40])=[CH:36][C:35]=1[CH3:41])[C@H:5]1[C:14]2[C:9](=[CH:10][CH:11]=[CH:12][CH:13]=2)[N:8]([C:15]([C:17]2[CH:32]=[CH:31][C:20]([O:21][CH2:22][CH2:23][C:24]([CH3:30])([CH3:29])[C:25]([O:27]C)=[O:26])=[CH:19][CH:18]=2)=[O:16])[C@@H:7]([CH3:33])[CH2:6]1)(=[O:3])[CH3:2].[OH-].[Na+], predict the reaction product. The product is: [C:1]([N:4]([C:34]1[CH:39]=[CH:38][C:37]([Cl:40])=[CH:36][C:35]=1[CH3:41])[C@H:5]1[C:14]2[C:9](=[CH:10][CH:11]=[CH:12][CH:13]=2)[N:8]([C:15]([C:17]2[CH:32]=[CH:31][C:20]([O:21][CH2:22][CH2:23][C:24]([CH3:29])([CH3:30])[C:25]([OH:27])=[O:26])=[CH:19][CH:18]=2)=[O:16])[C@@H:7]([CH3:33])[CH2:6]1)(=[O:3])[CH3:2].